This data is from Reaction yield outcomes from USPTO patents with 853,638 reactions. The task is: Predict the reaction yield, written as a fraction of the theoretical maximum amount of product (1.0 means a 100% yield; for example, 0.34 means a 34% yield). (1) The reactants are [C:1]([C:5]1[C:9]([CH2:10][CH2:11][C:12]([O:14][CH3:15])=[O:13])=[CH:8][NH:7][N:6]=1)([CH3:4])([CH3:3])[CH3:2].[H-].[Na+].Br[C:19]1[CH:24]=[CH:23][C:22]([Br:25])=[CH:21][N:20]=1.Cl.[CH3:27]N(C)C=O. The catalyst is O. The product is [Br:25][C:22]1[CH:23]=[CH:24][C:19]([N:7]2[CH:8]=[C:9]([CH2:10][CH2:11][C:12]([O:14][CH2:15][CH3:27])=[O:13])[C:5]([C:1]([CH3:4])([CH3:2])[CH3:3])=[N:6]2)=[N:20][CH:21]=1. The yield is 0.550. (2) The reactants are [F:1][C:2]1[CH:10]=[C:9]2[C:5]([CH2:6][CH2:7][C@H:8]2[N:11]2[C:15]3=[N:16][C:17]([NH:20][C:21]4[NH:25][N:24]=[C:23]([CH3:26])[CH:22]=4)=[CH:18][CH:19]=[C:14]3[N:13]=[CH:12]2)=[CH:4][CH:3]=1.[ClH:27].O1CCOCC1. The catalyst is ClCCl. The product is [ClH:27].[ClH:27].[F:1][C:2]1[CH:10]=[C:9]2[C:5]([CH2:6][CH2:7][C@H:8]2[N:11]2[C:15]3=[N:16][C:17]([NH:20][C:21]4[NH:25][N:24]=[C:23]([CH3:26])[CH:22]=4)=[CH:18][CH:19]=[C:14]3[N:13]=[CH:12]2)=[CH:4][CH:3]=1. The yield is 0.790. (3) The reactants are [Br:1][C:2]1[CH:3]=[CH:4][C:5]([O:12][CH3:13])=[C:6]([S:8](Cl)(=[O:10])=[O:9])[CH:7]=1.[CH3:14][C:15]1[CH:19]=[C:18]([NH2:20])[O:17][N:16]=1.O. The catalyst is CN(C1C=CN=CC=1)C.N1C=CC=CC=1. The product is [Br:1][C:2]1[CH:3]=[CH:4][C:5]([O:12][CH3:13])=[C:6]([S:8]([NH:20][C:18]2[O:17][N:16]=[C:15]([CH3:14])[CH:19]=2)(=[O:10])=[O:9])[CH:7]=1. The yield is 0.0600. (4) The reactants are C(N(CC)CC)C.[OH:8][N:9]1[C:17](=[O:18])[C:16]2[C:11](=[CH:12][CH:13]=[CH:14][CH:15]=2)[C:10]1=[O:19].[N+:20]([C:23]1[CH:28]=[C:27]([N+:29]([O-:31])=[O:30])[CH:26]=[CH:25][C:24]=1Cl)([O-:22])=[O:21]. The catalyst is CC(C)=O. The product is [N+:20]([C:23]1[CH:28]=[C:27]([N+:29]([O-:31])=[O:30])[CH:26]=[CH:25][C:24]=1[O:8][N:9]1[C:17](=[O:18])[C:16]2[C:11](=[CH:12][CH:13]=[CH:14][CH:15]=2)[C:10]1=[O:19])([O-:22])=[O:21]. The yield is 0.990. (5) The reactants are C([O:4][CH2:5][CH2:6][C:7]([F:21])([F:20])[CH2:8][N:9]1[C:13](=[O:14])[C:12]2=[CH:15][CH:16]=[CH:17][CH:18]=[C:11]2[C:10]1=[O:19])(=O)C.CC(C[AlH]CC(C)C)C.[NH4+].[Cl-].[O-]S([O-])(=O)=O.[Mg+2]. The catalyst is C1COCC1.C(OCC)C. The product is [F:21][C:7]([F:20])([CH2:6][CH2:5][OH:4])[CH2:8][N:9]1[C:13](=[O:14])[C:12]2=[CH:15][CH:16]=[CH:17][CH:18]=[C:11]2[C:10]1=[O:19]. The yield is 0.450. (6) The reactants are C(OC([N:8]1[C:12]2[CH:13]=[CH:14][CH:15]=[CH:16][C:11]=2[N:10]=[C:9]1[CH2:17][N:18]([CH2:31][CH2:32][CH2:33][CH2:34][N:35]1C(=O)C2C(=CC=CC=2)C1=O)[CH:19]1[C:28]2[N:27]=[CH:26][CH:25]=[C:24]([O:29][CH3:30])[C:23]=2[CH2:22][CH2:21][CH2:20]1)=O)(C)(C)C.O.NN. The catalyst is C(O)C. The product is [NH:8]1[C:12]2[CH:13]=[CH:14][CH:15]=[CH:16][C:11]=2[N:10]=[C:9]1[CH2:17][N:18]([CH:19]1[C:28]2[N:27]=[CH:26][CH:25]=[C:24]([O:29][CH3:30])[C:23]=2[CH2:22][CH2:21][CH2:20]1)[CH2:31][CH2:32][CH2:33][CH2:34][NH2:35]. The yield is 0.680. (7) The reactants are Br[C:2]1[C:3]([O:12][CH3:13])=[C:4]([O:10][CH3:11])[CH:5]=[C:6]([CH:9]=1)[CH:7]=[O:8].[S:14]1[CH:18]=[CH:17][CH:16]=[C:15]1B(O)O. The catalyst is COCCOC.C1C=CC([P]([Pd]([P](C2C=CC=CC=2)(C2C=CC=CC=2)C2C=CC=CC=2)([P](C2C=CC=CC=2)(C2C=CC=CC=2)C2C=CC=CC=2)[P](C2C=CC=CC=2)(C2C=CC=CC=2)C2C=CC=CC=2)(C2C=CC=CC=2)C2C=CC=CC=2)=CC=1.C(=O)([O-])[O-].[Na+].[Na+]. The product is [CH3:11][O:10][C:4]1[CH:5]=[C:6]([CH:9]=[C:2]([C:15]2[S:14][CH:18]=[CH:17][CH:16]=2)[C:3]=1[O:12][CH3:13])[CH:7]=[O:8]. The yield is 0.900.